Dataset: Full USPTO retrosynthesis dataset with 1.9M reactions from patents (1976-2016). Task: Predict the reactants needed to synthesize the given product. (1) The reactants are: [OH:1][C:2]1[CH:38]=[CH:37][C:5]([C:6]([N:8]([CH:34]([CH3:36])[CH3:35])[C:9]2[CH:14]=[C:13]([O:15][CH3:16])[CH:12]=[CH:11][C:10]=2[CH:17]2[CH2:26][CH2:25][C:24]3[CH:23]=[C:22]([O:27]C(=O)C(C)(C)C)[CH:21]=[CH:20][C:19]=3[CH2:18]2)=O)=[CH:4][CH:3]=1.Cl[CH2:40][C:41]([NH:43][CH2:44][CH3:45])=O. Given the product [CH2:41]([NH:43][CH2:44][CH2:45][O:1][C:2]1[CH:38]=[CH:37][C:5]([CH2:6][N:8]([CH:34]([CH3:36])[CH3:35])[C:9]2[CH:14]=[C:13]([O:15][CH3:16])[CH:12]=[CH:11][C:10]=2[CH:17]2[CH2:26][CH2:25][C:24]3[CH:23]=[C:22]([OH:27])[CH:21]=[CH:20][C:19]=3[CH2:18]2)=[CH:4][CH:3]=1)[CH3:40], predict the reactants needed to synthesize it. (2) Given the product [N:38]1([CH:26]2[C:34]3[C:29](=[CH:30][CH:31]=[CH:32][CH:33]=3)[C:28](=[O:35])[C:27]2([CH3:37])[CH3:36])[CH:42]=[CH:41][N:40]=[CH:39]1, predict the reactants needed to synthesize it. The reactants are: FC(F)(F)S(OS(C(F)(F)F)(=O)=O)(=O)=O.C(N(C(C)C)CC)(C)C.O[CH:26]1[C:34]2[C:29](=[CH:30][CH:31]=[CH:32][CH:33]=2)[C:28](=[O:35])[C:27]1([CH3:37])[CH3:36].[NH:38]1[CH:42]=[CH:41][N:40]=[CH:39]1. (3) Given the product [CH3:24][N:25]([CH3:26])[CH:27]=[N:28][S:29]([C:32]1[C:33]([C:38]2[CH:39]=[CH:40][C:41]([CH2:44][N:11]3[C:10]([C:12]4[CH:17]=[CH:16][CH:15]=[CH:14][CH:13]=4)=[C:9]([C:18]4[CH:19]=[CH:20][CH:21]=[CH:22][CH:23]=4)[N:8]=[C:7]3[C:1]3[CH:6]=[CH:5][CH:4]=[CH:3][CH:2]=3)=[CH:42][CH:43]=2)=[CH:34][CH:35]=[CH:36][CH:37]=1)(=[O:30])=[O:31], predict the reactants needed to synthesize it. The reactants are: [C:1]1([C:7]2[NH:8][C:9]([C:18]3[CH:23]=[CH:22][CH:21]=[CH:20][CH:19]=3)=[C:10]([C:12]3[CH:17]=[CH:16][CH:15]=[CH:14][CH:13]=3)[N:11]=2)[CH:6]=[CH:5][CH:4]=[CH:3][CH:2]=1.[CH3:24][N:25]([CH:27]=[N:28][S:29]([C:32]1[C:33]([C:38]2[CH:43]=[CH:42][C:41]([CH2:44]Br)=[CH:40][CH:39]=2)=[CH:34][CH:35]=[CH:36][CH:37]=1)(=[O:31])=[O:30])[CH3:26].C([O-])([O-])=O.[K+].[K+].O.